Task: Regression. Given two drug SMILES strings and cell line genomic features, predict the synergy score measuring deviation from expected non-interaction effect.. Dataset: NCI-60 drug combinations with 297,098 pairs across 59 cell lines (1) Drug 1: CC(C1=C(C=CC(=C1Cl)F)Cl)OC2=C(N=CC(=C2)C3=CN(N=C3)C4CCNCC4)N. Drug 2: CC1=C2C(C(=O)C3(C(CC4C(C3C(C(C2(C)C)(CC1OC(=O)C(C(C5=CC=CC=C5)NC(=O)C6=CC=CC=C6)O)O)OC(=O)C7=CC=CC=C7)(CO4)OC(=O)C)O)C)OC(=O)C. Cell line: OVCAR-5. Synergy scores: CSS=41.7, Synergy_ZIP=0.709, Synergy_Bliss=1.53, Synergy_Loewe=-19.7, Synergy_HSA=1.08. (2) Drug 1: CNC(=O)C1=CC=CC=C1SC2=CC3=C(C=C2)C(=NN3)C=CC4=CC=CC=N4. Drug 2: C1CN(CCN1C(=O)CCBr)C(=O)CCBr. Cell line: UO-31. Synergy scores: CSS=7.70, Synergy_ZIP=-1.04, Synergy_Bliss=2.02, Synergy_Loewe=1.92, Synergy_HSA=2.04. (3) Drug 1: CCC1=CC2CC(C3=C(CN(C2)C1)C4=CC=CC=C4N3)(C5=C(C=C6C(=C5)C78CCN9C7C(C=CC9)(C(C(C8N6C)(C(=O)OC)O)OC(=O)C)CC)OC)C(=O)OC.C(C(C(=O)O)O)(C(=O)O)O. Drug 2: CCN(CC)CCNC(=O)C1=C(NC(=C1C)C=C2C3=C(C=CC(=C3)F)NC2=O)C. Cell line: HS 578T. Synergy scores: CSS=59.7, Synergy_ZIP=1.92, Synergy_Bliss=4.65, Synergy_Loewe=-6.73, Synergy_HSA=2.27.